This data is from Reaction yield outcomes from USPTO patents with 853,638 reactions. The task is: Predict the reaction yield, written as a fraction of the theoretical maximum amount of product (1.0 means a 100% yield; for example, 0.34 means a 34% yield). The reactants are [C:1]1([C:14]2[CH:19]=[CH:18][CH:17]=[CH:16][CH:15]=2)[CH:6]=[CH:5][C:4]([NH:7][C:8](=[O:13])[CH2:9][C:10]([OH:12])=O)=[CH:3][CH:2]=1.C1C=CC2N(O)N=NC=2C=1.CCN(C(C)C)C(C)C.CCN=C=NCCCN(C)C.Cl.Cl.[Cl:52][C:53]1[CH:65]=[CH:64][C:63]([F:66])=[CH:62][C:54]=1[O:55][CH:56]1[CH2:61][CH2:60][NH:59][CH2:58][CH2:57]1. The catalyst is CN(C=O)C.O. The product is [C:1]1([C:14]2[CH:19]=[CH:18][CH:17]=[CH:16][CH:15]=2)[CH:2]=[CH:3][C:4]([NH:7][C:8](=[O:13])[CH2:9][C:10]([N:59]2[CH2:58][CH2:57][CH:56]([O:55][C:54]3[CH:62]=[C:63]([F:66])[CH:64]=[CH:65][C:53]=3[Cl:52])[CH2:61][CH2:60]2)=[O:12])=[CH:5][CH:6]=1. The yield is 0.130.